The task is: Predict which catalyst facilitates the given reaction.. This data is from Catalyst prediction with 721,799 reactions and 888 catalyst types from USPTO. (1) Reactant: [CH2:1]([N:3]([N:11]1[CH:15]=[C:14]([C:16]2[CH:17]=[N:18][CH:19]=[CH:20][CH:21]=2)[N:13]=[CH:12]1)[C:4](=[O:10])[O:5][C:6]([CH3:9])([CH3:8])[CH3:7])[CH3:2].C([Li])CCC.[Cl:27]C(Cl)(Cl)C(Cl)(Cl)Cl. Product: [Cl:27][C:12]1[N:11]([N:3]([CH2:1][CH3:2])[C:4](=[O:10])[O:5][C:6]([CH3:9])([CH3:7])[CH3:8])[CH:15]=[C:14]([C:16]2[CH:17]=[N:18][CH:19]=[CH:20][CH:21]=2)[N:13]=1. The catalyst class is: 1. (2) The catalyst class is: 15. Reactant: [Cl:1][C:2]1[CH:7]=[CH:6][CH:5]=[C:4]([Cl:8])[C:3]=1[C:9]1[CH:14]=[C:13]([F:15])[CH:12]=[C:11]([O:16][CH2:17][C@H:18]2[CH2:20][O:19]2)[C:10]=1[O:21]C.Br. Product: [Cl:8][C:4]1[CH:5]=[CH:6][CH:7]=[C:2]([Cl:1])[C:3]=1[C:9]1[C:10]2[O:21][C@@H:18]([CH2:20][OH:19])[CH2:17][O:16][C:11]=2[CH:12]=[C:13]([F:15])[CH:14]=1. (3) Reactant: Cl[C:2]1[CH:7]=[C:6]([NH2:8])[CH:5]=[C:4]([Cl:9])[N:3]=1.CC1(C)C(C)(C)OB([C:18]2[CH2:19][CH2:20][N:21]([C:24]([O:26][C:27]([CH3:30])([CH3:29])[CH3:28])=[O:25])[CH2:22][CH:23]=2)O1.C([O-])([O-])=O.[Cs+].[Cs+]. Product: [NH2:8][C:6]1[CH:5]=[C:4]([Cl:9])[N:3]=[C:2]([C:18]2[CH2:23][CH2:22][N:21]([C:24]([O:26][C:27]([CH3:30])([CH3:29])[CH3:28])=[O:25])[CH2:20][CH:19]=2)[CH:7]=1. The catalyst class is: 622. (4) Reactant: [Cl:1][C:2]1[CH:3]=[C:4]2[C:8](=[CH:9][CH:10]=1)[NH:7][CH:6]([CH3:11])[CH2:5]2.[NH:12]1[CH:16]=[CH:15][N:14]=[C:13]1[CH:17]=O.C([BH3-])#N.[Na+]. Product: [Cl:1][C:2]1[CH:3]=[C:4]2[C:8](=[CH:9][CH:10]=1)[N:7]([CH2:17][C:13]1[NH:12][CH:16]=[CH:15][N:14]=1)[CH:6]([CH3:11])[CH2:5]2. The catalyst class is: 466. (5) Reactant: [CH3:1][O:2][C:3]([CH2:5][O:6][C:7]1[CH:12]=[CH:11][C:10]([O:13]C(=O)C2C=CC=CC=2)=[CH:9][C:8]=1[N+:22]([O-:24])=[O:23])=[O:4].C[O-].[Na+]. Product: [CH3:1][O:2][C:3](=[O:4])[CH2:5][O:6][C:7]1[CH:12]=[CH:11][C:10]([OH:13])=[CH:9][C:8]=1[N+:22]([O-:24])=[O:23]. The catalyst class is: 5. (6) Reactant: [CH3:1][O:2][C:3]1[CH:30]=[CH:29][C:6]2[C:7]([C:15]([C:17]3[CH:22]=[C:21]([O:23][CH3:24])[C:20]([O:25][CH3:26])=[C:19]([O:27][CH3:28])[CH:18]=3)=[O:16])=[C:8]([C:10]3[CH:11]=[N:12][NH:13][CH:14]=3)[O:9][C:5]=2[CH:4]=1.ClCCl.[CH3:34][O:35][C:36]1[CH:41]=[CH:40][C:39](B(O)O)=[CH:38][CH:37]=1.O=O. Product: [CH3:1][O:2][C:3]1[CH:30]=[CH:29][C:6]2[C:7]([C:15]([C:17]3[CH:18]=[C:19]([O:27][CH3:28])[C:20]([O:25][CH3:26])=[C:21]([O:23][CH3:24])[CH:22]=3)=[O:16])=[C:8]([C:10]3[CH:14]=[N:13][N:12]([C:39]4[CH:40]=[CH:41][C:36]([O:35][CH3:34])=[CH:37][CH:38]=4)[CH:11]=3)[O:9][C:5]=2[CH:4]=1. The catalyst class is: 17.